The task is: Predict the reactants needed to synthesize the given product.. This data is from Full USPTO retrosynthesis dataset with 1.9M reactions from patents (1976-2016). (1) Given the product [Cl:1][C:2]1[CH:3]=[CH:4][C:5]([N:8]2[CH2:9][CH2:10][NH:11][CH2:12][CH2:13]2)=[N:6][CH:7]=1, predict the reactants needed to synthesize it. The reactants are: [Cl:1][C:2]1[CH:3]=[CH:4][C:5]([N:8]2[CH2:13][CH2:12][N:11](C(OC(C)(C)C)=O)[CH2:10][CH2:9]2)=[N:6][CH:7]=1.FC(F)(F)C(O)=O. (2) Given the product [N+:1]([C:4]1[CH:5]=[N:6][C:7]2[C:12]([C:13]=1[NH:18][CH2:17][CH2:15][OH:16])=[N:11][CH:10]=[CH:9][CH:8]=2)([O-:3])=[O:2], predict the reactants needed to synthesize it. The reactants are: [N+:1]([C:4]1[CH:5]=[N:6][C:7]2[C:12]([C:13]=1O)=[N:11][CH:10]=[CH:9][CH:8]=2)([O-:3])=[O:2].[CH2:15]([CH2:17][NH2:18])[OH:16].O. (3) Given the product [CH2:1]([O:8][C:9]1[C:10]([C:20]([NH:22][CH2:23][C:24]2[CH:29]=[CH:28][C:27]([F:30])=[C:26]([Cl:31])[CH:25]=2)=[O:21])=[C:11]([Br:37])[N:12]2[CH2:17][CH2:16][N:15]([CH3:18])[C:14](=[O:19])[C:13]=12)[C:2]1[CH:3]=[CH:4][CH:5]=[CH:6][CH:7]=1, predict the reactants needed to synthesize it. The reactants are: [CH2:1]([O:8][C:9]1[C:10]([C:20]([NH:22][CH2:23][C:24]2[CH:29]=[CH:28][C:27]([F:30])=[C:26]([Cl:31])[CH:25]=2)=[O:21])=[CH:11][N:12]2[CH2:17][CH2:16][N:15]([CH3:18])[C:14](=[O:19])[C:13]=12)[C:2]1[CH:7]=[CH:6][CH:5]=[CH:4][CH:3]=1.C(=O)(O)[O-].[Na+].[Br:37]Br. (4) Given the product [CH2:1]([O:8][C:9]1[CH:18]=[CH:17][CH:16]=[C:15]2[C:10]=1[CH2:11][CH2:12][CH2:13][CH:14]2[C:19]([N:31]([C:28]1[CH:27]=[CH:26][C:25]([CH:22]([CH3:24])[CH3:23])=[CH:30][CH:29]=1)[CH2:32][C:33]1[CH:34]=[N:35][C:36]([O:39][CH2:40][CH2:41][O:42][CH3:43])=[CH:37][CH:38]=1)=[O:20])[C:2]1[CH:3]=[CH:4][CH:5]=[CH:6][CH:7]=1, predict the reactants needed to synthesize it. The reactants are: [CH2:1]([O:8][C:9]1[CH:18]=[CH:17][CH:16]=[C:15]2[C:10]=1[CH2:11][CH2:12][CH2:13][CH:14]2[C:19](O)=[O:20])[C:2]1[CH:7]=[CH:6][CH:5]=[CH:4][CH:3]=1.[CH:22]([C:25]1[CH:30]=[CH:29][C:28]([NH:31][CH2:32][C:33]2[CH:34]=[N:35][C:36]([O:39][CH2:40][CH2:41][O:42][CH3:43])=[CH:37][CH:38]=2)=[CH:27][CH:26]=1)([CH3:24])[CH3:23].